From a dataset of Full USPTO retrosynthesis dataset with 1.9M reactions from patents (1976-2016). Predict the reactants needed to synthesize the given product. (1) Given the product [OH:23][CH:22]([C:2]1[S:3][CH:4]=[CH:5][N:6]=1)[CH2:21][CH2:20][CH2:19][CH2:18][N:9]1[C:8](=[O:7])[C:16]2[C:11](=[CH:12][CH:13]=[CH:14][CH:15]=2)[C:10]1=[O:17], predict the reactants needed to synthesize it. The reactants are: Br[C:2]1[S:3][CH:4]=[CH:5][N:6]=1.[O:7]=[C:8]1[C:16]2[C:11](=[CH:12][CH:13]=[CH:14][CH:15]=2)[C:10](=[O:17])[N:9]1[CH2:18][CH2:19][CH2:20][CH2:21][CH:22]=[O:23].[Cl-].[NH4+]. (2) Given the product [Cl:32][C:33]1[CH:34]=[C:35]([CH:39]=[CH:40][C:41]=1[Cl:42])[C:36]([NH:1][C:2]1[CH:3]=[CH:4][C:5]([CH2:6][C:7]2[C:15]3[C:10](=[CH:11][CH:12]=[CH:13][CH:14]=3)[N:9]([CH2:16][C:17]([O:19][CH2:20][CH3:21])=[O:18])[C:8]=2[CH3:22])=[CH:23][CH:24]=1)=[O:37], predict the reactants needed to synthesize it. The reactants are: [NH2:1][C:2]1[CH:24]=[CH:23][C:5]([CH2:6][C:7]2[C:15]3[C:10](=[CH:11][CH:12]=[CH:13][CH:14]=3)[N:9]([CH2:16][C:17]([O:19][CH2:20][CH3:21])=[O:18])[C:8]=2[CH3:22])=[CH:4][CH:3]=1.C(N(CC)CC)C.[Cl:32][C:33]1[CH:34]=[C:35]([CH:39]=[CH:40][C:41]=1[Cl:42])[C:36](Cl)=[O:37]. (3) Given the product [Cl:24][C:13]1[N:12]([CH3:16])[C:11]2[C:6]([CH:3]([CH2:4][CH3:5])[CH2:1][CH3:2])=[CH:7][CH:8]=[C:9]([C:17]3[O:18][CH:19]=[CH:20][CH:21]=3)[C:10]=2[N:14]=1, predict the reactants needed to synthesize it. The reactants are: [CH2:1]([CH:3]([C:6]1[C:11]2[N:12]([CH3:16])[C:13](=O)[NH:14][C:10]=2[C:9]([C:17]2[O:18][CH:19]=[CH:20][CH:21]=2)=[CH:8][CH:7]=1)[CH2:4][CH3:5])[CH3:2].P(Cl)(Cl)([Cl:24])=O. (4) Given the product [I:1][C:2]1[C:10]2[C:5](=[N:6][CH:7]=[N:8][C:9]=2[NH2:11])[N:4]([CH:34]2[CH2:35][CH2:36][N:32]([CH3:31])[CH2:33]2)[N:3]=1, predict the reactants needed to synthesize it. The reactants are: [I:1][C:2]1[C:10]2[C:5](=[N:6][CH:7]=[N:8][C:9]=2[NH2:11])[NH:4][N:3]=1.C1C=CC(P(C2C=CC=CC=2)C2C=CC=CC=2)=CC=1.[CH3:31][N:32]1[CH2:36][CH2:35][C@H:34](O)[CH2:33]1.CCOC(/N=N/C(OCC)=O)=O. (5) The reactants are: [Cl:1][C:2]1[CH:10]=[CH:9][C:5]([C:6]([OH:8])=O)=[CH:4][C:3]=1[C:11]([F:14])([F:13])[F:12].[C:15]([C:17]1[C:18]([C:31]([F:34])([F:33])[F:32])=[C:19]2[C:23](=[CH:24][CH:25]=1)[N:22]([CH2:26][C:27](=[NH:30])[NH:28]O)[CH:21]=[CH:20]2)#[N:16]. Given the product [Cl:1][C:2]1[CH:10]=[CH:9][C:5]([C:6]2[O:8][N:30]=[C:27]([CH2:26][N:22]3[C:23]4[C:19](=[C:18]([C:31]([F:34])([F:32])[F:33])[C:17]([C:15]#[N:16])=[CH:25][CH:24]=4)[CH:20]=[CH:21]3)[N:28]=2)=[CH:4][C:3]=1[C:11]([F:14])([F:13])[F:12], predict the reactants needed to synthesize it. (6) Given the product [C:15]([CH2:14][N:5]1[CH2:6][C@@H:7]([C:8]2[CH:13]=[CH:12][CH:11]=[CH:10][CH:9]=2)[C@H:3]([NH:2][C:35]([NH:34][C:33]2[N:29]([C:23]3[CH:24]=[CH:25][CH:26]=[CH:27][CH:28]=3)[N:30]=[C:31]3[CH2:46][CH2:45][CH2:44][C:32]=23)=[O:36])[CH2:4]1)#[N:16], predict the reactants needed to synthesize it. The reactants are: Cl.[NH2:2][C@H:3]1[C@H:7]([C:8]2[CH:13]=[CH:12][CH:11]=[CH:10][CH:9]=2)[CH2:6][N:5]([CH2:14][C:15]#[N:16])[CH2:4]1.CC(N(C)C)=O.[C:23]1([N:29]2[C:33]([NH:34][C:35](=O)[O:36]C3C=CC=CC=3)=[C:32]3[CH2:44][CH2:45][CH2:46][C:31]3=[N:30]2)[CH:28]=[CH:27][CH:26]=[CH:25][CH:24]=1.CCN(C(C)C)C(C)C. (7) Given the product [N:42]([CH2:36][C:21]1[CH:20]=[C:19]([C:16]2[S:15][C:14]([C@@:2]3([OH:1])[CH2:7][CH2:6][C@H:5]([C:8]([O:10][CH3:11])=[O:9])[C:4]([CH3:12])([CH3:13])[CH2:3]3)=[N:18][CH:17]=2)[CH:24]=[C:23]([NH:25][C:26]2[N:31]=[C:30]([C:32]([F:35])([F:34])[F:33])[CH:29]=[CH:28][N:27]=2)[CH:22]=1)=[N+:43]=[N-:44], predict the reactants needed to synthesize it. The reactants are: [OH:1][C@:2]1([C:14]2[S:15][C:16]([C:19]3[CH:24]=[C:23]([NH:25][C:26]4[N:31]=[C:30]([C:32]([F:35])([F:34])[F:33])[CH:29]=[CH:28][N:27]=4)[CH:22]=[C:21]([CH2:36]OS(C)(=O)=O)[CH:20]=3)=[CH:17][N:18]=2)[CH2:7][CH2:6][C@H:5]([C:8]([O:10][CH3:11])=[O:9])[C:4]([CH3:13])([CH3:12])[CH2:3]1.[N-:42]=[N+:43]=[N-:44].[Na+]. (8) Given the product [C:26]([O:25][C:24]([N:23]([CH2:22][C:9]1[CH:8]=[C:7]([C:1]2[CH2:6][CH2:5][CH2:4][CH2:3][CH:2]=2)[N:11]([S:12]([C:15]2[CH:16]=[C:17]([CH:18]=[CH:19][CH:20]=2)[O:21][CH2:39][C:40]([O:42][CH2:43][CH3:44])=[O:41])(=[O:13])=[O:14])[CH:10]=1)[CH3:31])=[O:30])([CH3:27])([CH3:28])[CH3:29], predict the reactants needed to synthesize it. The reactants are: [C:1]1([C:7]2[N:11]([S:12]([C:15]3[CH:20]=[CH:19][CH:18]=[C:17]([OH:21])[CH:16]=3)(=[O:14])=[O:13])[CH:10]=[C:9]([CH2:22][N:23]([CH3:31])[C:24](=[O:30])[O:25][C:26]([CH3:29])([CH3:28])[CH3:27])[CH:8]=2)[CH2:6][CH2:5][CH2:4][CH2:3][CH:2]=1.C(=O)([O-])[O-].[Cs+].[Cs+].Br[CH2:39][C:40]([O:42][CH2:43][CH3:44])=[O:41].